From a dataset of Experimentally validated miRNA-target interactions with 360,000+ pairs, plus equal number of negative samples. Binary Classification. Given a miRNA mature sequence and a target amino acid sequence, predict their likelihood of interaction. The miRNA is hsa-miR-1206 with sequence UGUUCAUGUAGAUGUUUAAGC. The protein sequence of the target gene is MLGIWIVAFLFFGTSRGKEVCYERLGCFKDGLPWTRTFSTELVGLPWSPEKINTRFLLYTIHNPNAYQEISAVNSSTIQASYFGTDKITRINIAGWKTDGKWQRDMCNVLLQLEDINCINLDWINGSREYIHAVNNLRVVGAEVAYFIDVLMKKFEYSPSKVHLIGHSLGAHLAGEAGSRIPGLGRITGLDPAGPFFHNTPKEVRLDPSDANFVDVIHTNAARILFELGVGTIDACGHLDFYPNGGKHMPGCEDLITPLLKFNFNAYKKEMASFFDCNHARSYQFYAESILNPDAFIAYP.... Result: 0 (no interaction).